Dataset: Catalyst prediction with 721,799 reactions and 888 catalyst types from USPTO. Task: Predict which catalyst facilitates the given reaction. (1) Reactant: Br[C:2]1[C:10]2[C:5](=[CH:6][CH:7]=[C:8]([C:11]#[N:12])[CH:9]=2)[N:4]([C:13]([F:16])([F:15])[F:14])[CH:3]=1.N. Product: [F:15][C:13]([F:14])([F:16])[N:4]1[C:5]2[C:10](=[CH:9][C:8]([C:11]#[N:12])=[CH:7][CH:6]=2)[CH:2]=[CH:3]1. The catalyst class is: 19. (2) Reactant: CN(C)[CH:3]=[O:4].P(Cl)(Cl)([Cl:8])=O.[N:11]1[CH:16]=[CH:15][CH:14]=[CH:13][C:12]=1[N:17]1[C:25]2[C:20](=[CH:21][CH:22]=[CH:23][CH:24]=2)[CH2:19][C:18]1=O. Product: [Cl:8][C:18]1[N:17]([C:12]2[CH:13]=[CH:14][CH:15]=[CH:16][N:11]=2)[C:25]2[C:20]([C:19]=1[CH:3]=[O:4])=[CH:21][CH:22]=[CH:23][CH:24]=2. The catalyst class is: 272.